Dataset: Peptide-MHC class II binding affinity with 134,281 pairs from IEDB. Task: Regression. Given a peptide amino acid sequence and an MHC pseudo amino acid sequence, predict their binding affinity value. This is MHC class II binding data. The peptide sequence is LPAIVREAIKRRLRT. The MHC is DRB1_1101 with pseudo-sequence DRB1_1101. The binding affinity (normalized) is 0.569.